Dataset: Merck oncology drug combination screen with 23,052 pairs across 39 cell lines. Task: Regression. Given two drug SMILES strings and cell line genomic features, predict the synergy score measuring deviation from expected non-interaction effect. (1) Drug 1: O=C(NOCC(O)CO)c1ccc(F)c(F)c1Nc1ccc(I)cc1F. Drug 2: CCc1c2c(nc3ccc(O)cc13)-c1cc3c(c(=O)n1C2)COC(=O)C3(O)CC. Cell line: ZR751. Synergy scores: synergy=4.77. (2) Drug 1: O=C(NOCC(O)CO)c1ccc(F)c(F)c1Nc1ccc(I)cc1F. Drug 2: CCC1(O)C(=O)OCc2c1cc1n(c2=O)Cc2cc3c(CN(C)C)c(O)ccc3nc2-1. Cell line: VCAP. Synergy scores: synergy=7.68. (3) Drug 1: NC(=O)c1cccc2cn(-c3ccc(C4CCCNC4)cc3)nc12. Drug 2: CC1(c2nc3c(C(N)=O)cccc3[nH]2)CCCN1. Cell line: SKMEL30. Synergy scores: synergy=-3.06. (4) Drug 1: CC(=O)OC1C(=O)C2(C)C(O)CC3OCC3(OC(C)=O)C2C(OC(=O)c2ccccc2)C2(O)CC(OC(=O)C(O)C(NC(=O)c3ccccc3)c3ccccc3)C(C)=C1C2(C)C. Drug 2: O=C(NOCC(O)CO)c1ccc(F)c(F)c1Nc1ccc(I)cc1F. Cell line: MDAMB436. Synergy scores: synergy=8.84. (5) Drug 1: O=S1(=O)NC2(CN1CC(F)(F)F)C1CCC2Cc2cc(C=CCN3CCC(C(F)(F)F)CC3)ccc2C1. Drug 2: O=P1(N(CCCl)CCCl)NCCCO1. Cell line: SW620. Synergy scores: synergy=-2.16.